The task is: Predict which catalyst facilitates the given reaction.. This data is from Catalyst prediction with 721,799 reactions and 888 catalyst types from USPTO. Reactant: [NH2:1][C:2]1[CH:7]=[CH:6][C:5]([CH:8]2[C:17]([CH3:19])([CH3:18])[CH2:16][C:15]3[C:10](=[CH:11][CH:12]=[C:13]([C:20]([OH:22])=[O:21])[CH:14]=3)[NH:9]2)=[CH:4][CH:3]=1.[CH3:23][C:24]1[CH:29]=[CH:28][C:27]([S:30](Cl)(=[O:32])=[O:31])=[CH:26][CH:25]=1. Product: [CH3:19][C:17]1([CH3:18])[CH2:16][C:15]2[C:10](=[CH:11][CH:12]=[C:13]([C:20]([OH:22])=[O:21])[CH:14]=2)[NH:9][CH:8]1[C:5]1[CH:4]=[CH:3][C:2]([NH:1][S:30]([C:27]2[CH:28]=[CH:29][C:24]([CH3:23])=[CH:25][CH:26]=2)(=[O:32])=[O:31])=[CH:7][CH:6]=1. The catalyst class is: 17.